Dataset: Forward reaction prediction with 1.9M reactions from USPTO patents (1976-2016). Task: Predict the product of the given reaction. (1) The product is: [CH2:1]([O:3][C:4](=[O:24])[CH2:5][C:6]1[CH:11]=[CH:10][CH:9]=[C:8]([S:12][C:13]2[C:21]3[C:16](=[CH:17][C:18]([Cl:22])=[CH:19][CH:20]=3)[N:15]([C:26]3[CH:27]=[N:28][N:29]([CH2:31][CH3:32])[CH:30]=3)[C:14]=2[CH3:23])[CH:7]=1)[CH3:2]. Given the reactants [CH2:1]([O:3][C:4](=[O:24])[CH2:5][C:6]1[CH:11]=[CH:10][CH:9]=[C:8]([S:12][C:13]2[C:21]3[C:16](=[CH:17][C:18]([Cl:22])=[CH:19][CH:20]=3)[NH:15][C:14]=2[CH3:23])[CH:7]=1)[CH3:2].Br[C:26]1[CH:27]=[N:28][N:29]([CH2:31][CH3:32])[CH:30]=1, predict the reaction product. (2) Given the reactants Br[C:2]1[C:3]([CH3:24])=[C:4]([CH:21]=[CH:22][CH:23]=1)[CH2:5][NH:6][C:7]1[CH:20]=[CH:19][C:10]2[C@H:11]([CH2:14][C:15]([O:17][CH3:18])=[O:16])[CH2:12][O:13][C:9]=2[CH:8]=1.[CH3:25][C:26]1[S:27][C:28]([CH3:34])=[CH:29][C:30]=1B(O)O.C(=O)([O-])[O-].[Na+].[Na+].C1(P(C2CCCCC2)C2C=CC=CC=2C2C(OC)=CC=CC=2OC)CCCCC1, predict the reaction product. The product is: [CH3:25][C:26]1[S:27][C:28]([CH3:34])=[CH:29][C:30]=1[C:2]1[C:3]([CH3:24])=[C:4]([CH:21]=[CH:22][CH:23]=1)[CH2:5][NH:6][C:7]1[CH:20]=[CH:19][C:10]2[C@H:11]([CH2:14][C:15]([O:17][CH3:18])=[O:16])[CH2:12][O:13][C:9]=2[CH:8]=1. (3) Given the reactants Br[C:2]1[CH:7]=[CH:6][N:5]=[C:4]2[N:8]([CH2:11][CH2:12][C:13]([O:15][CH2:16][CH3:17])=[O:14])[CH:9]=[CH:10][C:3]=12.[CH3:18][C:19]1([CH3:35])[C:23]([CH3:25])([CH3:24])[O:22][B:21]([B:21]2[O:22][C:23]([CH3:25])([CH3:24])[C:19]([CH3:35])([CH3:18])[O:20]2)[O:20]1.C([O-])(=O)C.[K+], predict the reaction product. The product is: [CH3:18][C:19]1([CH3:35])[C:23]([CH3:25])([CH3:24])[O:22][B:21]([C:2]2[CH:7]=[CH:6][N:5]=[C:4]3[N:8]([CH2:11][CH2:12][C:13]([O:15][CH2:16][CH3:17])=[O:14])[CH:9]=[CH:10][C:3]=23)[O:20]1. (4) Given the reactants [H-].[Na+].[N:3]1([CH2:8][CH2:9][S:10]([CH2:12][C:13]2[CH:18]=[CH:17][C:16]([OH:19])=[CH:15][CH:14]=2)=[O:11])[CH:7]=[CH:6][N:5]=[N:4]1.Cl[CH2:21][C:22]1[N:23]=[C:24]([CH:27]=[CH:28][C:29]2[CH:34]=[CH:33][C:32]([S:35]([C:38]([F:41])([F:40])[F:39])(=[O:37])=[O:36])=[CH:31][CH:30]=2)[O:25][CH:26]=1.O, predict the reaction product. The product is: [F:41][C:38]([F:39])([F:40])[S:35]([C:32]1[CH:31]=[CH:30][C:29](/[CH:28]=[CH:27]/[C:24]2[O:25][CH:26]=[C:22]([CH2:21][O:19][C:16]3[CH:15]=[CH:14][C:13]([CH2:12][S:10]([CH2:9][CH2:8][N:3]4[CH:7]=[CH:6][N:5]=[N:4]4)=[O:11])=[CH:18][CH:17]=3)[N:23]=2)=[CH:34][CH:33]=1)(=[O:37])=[O:36]. (5) Given the reactants [H-].C([Al+]CC(C)C)C(C)C.[F:11][C:12]([F:27])([F:26])[C:13]1[CH:14]=[C:15]([CH:23]=[CH:24][CH:25]=1)/[CH:16]=[CH:17]/[C:18](OCC)=[O:19].O, predict the reaction product. The product is: [F:11][C:12]([F:26])([F:27])[C:13]1[CH:14]=[C:15]([CH:23]=[CH:24][CH:25]=1)/[CH:16]=[CH:17]/[CH2:18][OH:19].